This data is from Full USPTO retrosynthesis dataset with 1.9M reactions from patents (1976-2016). The task is: Predict the reactants needed to synthesize the given product. (1) Given the product [O:11]=[S:1]1(=[O:10])[C:5]2[CH:6]=[CH:7][C:8]([CH2:13][NH2:12])=[CH:9][C:4]=2[CH2:3][CH2:2]1, predict the reactants needed to synthesize it. The reactants are: [S:1]1(=[O:11])(=[O:10])[C:5]2[CH:6]=[CH:7][CH:8]=[CH:9][C:4]=2[CH2:3][CH2:2]1.[NH3:12].[CH3:13]O.C1COCC1. (2) Given the product [CH2:24]([O:25][C:26](=[O:21])[CH:22]=[C:11]1[CH2:10][CH2:9][N:8]([C:13]([O:15][C:16]([CH3:19])([CH3:18])[CH3:17])=[O:14])[CH2:7][C:6]1([F:20])[F:5])[CH3:23], predict the reactants needed to synthesize it. The reactants are: N#N.[H-].[Na+].[F:5][C:6]1([F:20])[C:11](=O)[CH2:10][CH2:9][N:8]([C:13]([O:15][C:16]([CH3:19])([CH3:18])[CH3:17])=[O:14])[CH2:7]1.[OH2:21].[CH2:22]1[CH2:26][O:25][CH2:24][CH2:23]1. (3) Given the product [CH2:1]([O:3][P:4]([CH2:9][C:10]1[CH:15]=[CH:14][C:13]([NH:16][C:17]2[N:22]=[C:21]([NH:30][C:31]3[C:32]([C:44](=[O:45])[NH:46][CH3:47])=[N:33][C:34]([C@H:37]4[CH2:38][CH2:39][C@H:40]([OH:43])[CH2:41][CH2:42]4)=[CH:35][CH:36]=3)[C:20]([C:24]([F:27])([F:26])[F:25])=[CH:19][N:18]=2)=[C:12]([O:28][CH3:29])[CH:11]=1)(=[O:8])[O:5][CH2:6][CH3:7])[CH3:2], predict the reactants needed to synthesize it. The reactants are: [CH2:1]([O:3][P:4]([CH2:9][C:10]1[CH:15]=[CH:14][C:13]([NH:16][C:17]2[N:22]=[C:21](Cl)[C:20]([C:24]([F:27])([F:26])[F:25])=[CH:19][N:18]=2)=[C:12]([O:28][CH3:29])[CH:11]=1)(=[O:8])[O:5][CH2:6][CH3:7])[CH3:2].[NH2:30][C:31]1[C:32]([C:44]([NH:46][CH3:47])=[O:45])=[N:33][C:34]([C@H:37]2[CH2:42][CH2:41][C@H:40]([OH:43])[CH2:39][CH2:38]2)=[CH:35][CH:36]=1. (4) The reactants are: [F:1][C:2]([F:16])([C:6]1[CH:11]=[CH:10][CH:9]=[CH:8][C:7]=1[O:12][CH:13]([CH3:15])[CH3:14])[C:3]([OH:5])=O.P(Cl)(Cl)(Cl)=O.Cl.[NH2:23][CH2:24][C:25]1[CH:26]=[C:27]2[C:31](=[CH:32][CH:33]=1)[C:30](=[O:34])[N:29]([CH:35]1[CH2:40][CH2:39][C:38](=[O:41])[NH:37][C:36]1=[O:42])[CH2:28]2.C(=O)(O)[O-].[Na+]. Given the product [O:42]=[C:36]1[CH:35]([N:29]2[CH2:28][C:27]3[C:31](=[CH:32][CH:33]=[C:25]([CH2:24][NH:23][C:3](=[O:5])[C:2]([F:1])([F:16])[C:6]4[CH:11]=[CH:10][CH:9]=[CH:8][C:7]=4[O:12][CH:13]([CH3:15])[CH3:14])[CH:26]=3)[C:30]2=[O:34])[CH2:40][CH2:39][C:38](=[O:41])[NH:37]1, predict the reactants needed to synthesize it.